Dataset: Reaction yield outcomes from USPTO patents with 853,638 reactions. Task: Predict the reaction yield, written as a fraction of the theoretical maximum amount of product (1.0 means a 100% yield; for example, 0.34 means a 34% yield). (1) The reactants are Br[CH2:2][CH:3]1[O:7][CH2:6][CH2:5][O:4]1.[Cl:8][C:9]1[CH:28]=[CH:27][C:12]([NH:13][C:14]2[C:23]3[C:18](=[CH:19][C:20]([OH:26])=[C:21]([O:24][CH3:25])[CH:22]=3)[N:17]=[CH:16][N:15]=2)=[C:11]([F:29])[CH:10]=1.C(=O)([O-])[O-].[K+].[K+]. The catalyst is CN(C=O)C. The product is [Cl:8][C:9]1[CH:28]=[CH:27][C:12]([NH:13][C:14]2[C:23]3[C:18](=[CH:19][C:20]([O:26][CH2:2][CH:3]4[O:7][CH2:6][CH2:5][O:4]4)=[C:21]([O:24][CH3:25])[CH:22]=3)[N:17]=[CH:16][N:15]=2)=[C:11]([F:29])[CH:10]=1. The yield is 0.380. (2) The reactants are [F:1][C:2]([F:21])([F:20])[C:3]1[CH:4]=[C:5]([CH:13]=[C:14]([C:16]([F:19])([F:18])[F:17])[CH:15]=1)[C:6]([NH:8][CH2:9][C:10]([OH:12])=O)=[O:7].[Cl:22][C:23]1[CH:29]=[CH:28][C:26]([NH2:27])=[CH:25][CH:24]=1. No catalyst specified. The product is [Cl:22][C:23]1[CH:29]=[CH:28][C:26]([NH:27][C:10](=[O:12])[CH2:9][NH:8][C:6](=[O:7])[C:5]2[CH:4]=[C:3]([C:2]([F:20])([F:1])[F:21])[CH:15]=[C:14]([C:16]([F:18])([F:17])[F:19])[CH:13]=2)=[CH:25][CH:24]=1. The yield is 0.600. (3) The reactants are C([O:3][C:4](=[O:24])[CH2:5][C:6]([NH:8][C:9]1[CH:14]=[CH:13][C:12]([NH:15][S:16]([CH3:19])(=[O:18])=[O:17])=[CH:11][C:10]=1[S:20](=[O:23])(=[O:22])[NH2:21])=O)C.Cl. The catalyst is [OH-].[Na+]. The product is [CH3:19][S:16]([NH:15][C:12]1[CH:13]=[CH:14][C:9]2[NH:8][C:6]([CH2:5][C:4]([OH:3])=[O:24])=[N:21][S:20](=[O:23])(=[O:22])[C:10]=2[CH:11]=1)(=[O:18])=[O:17]. The yield is 0.826. (4) The reactants are Br[C:2]1[C:7]([O:8][C:9]([CH3:12])([CH3:11])[CH3:10])=[CH:6][N:5]=[C:4]([C:13]2[CH2:17][CH2:16][C:15]3([CH2:21][CH2:20][N:19]([CH3:22])[C:18]3=[O:23])[N:14]=2)[CH:3]=1.O.[F:25][C:26]([F:37])([F:36])[C:27]1[CH:32]=[CH:31][C:30](B(O)O)=[CH:29][CH:28]=1.C(=O)([O-])[O-].[Na+].[Na+]. The catalyst is COCCOC.C(Cl)Cl.CCOC(C)=O.Cl[Pd](Cl)([P](C1C=CC=CC=1)(C1C=CC=CC=1)C1C=CC=CC=1)[P](C1C=CC=CC=1)(C1C=CC=CC=1)C1C=CC=CC=1.CO. The product is [C:9]([O:8][C:7]1[C:2]([C:30]2[CH:31]=[CH:32][C:27]([C:26]([F:37])([F:36])[F:25])=[CH:28][CH:29]=2)=[CH:3][C:4]([C:13]2[CH2:17][CH2:16][C:15]3([CH2:21][CH2:20][N:19]([CH3:22])[C:18]3=[O:23])[N:14]=2)=[N:5][CH:6]=1)([CH3:12])([CH3:11])[CH3:10]. The yield is 0.371. (5) The reactants are [C:1]([CH:5]1[CH2:14][CH2:13][C:12]2[N:11]=[C:10]3[S:15][C:16]([S:18]([CH3:21])(=[O:20])=[O:19])=[CH:17][C:9]3=[CH:8][C:7]=2[CH2:6]1)([CH3:4])([CH3:3])[CH3:2].C([N-]C(C)C)(C)C.[Li+].I[CH2:31][Si:32]([CH3:35])([CH3:34])[CH3:33]. The catalyst is C1COCC1. The product is [C:1]([CH:5]1[CH2:14][CH2:13][C:12]2[N:11]=[C:10]3[S:15][C:16]([S:18]([CH2:21][CH2:31][Si:32]([CH3:35])([CH3:34])[CH3:33])(=[O:20])=[O:19])=[CH:17][C:9]3=[CH:8][C:7]=2[CH2:6]1)([CH3:4])([CH3:2])[CH3:3]. The yield is 0.210. (6) The reactants are C(NC(C)C)(C)C.[Si:8]([O:15][C:16]1[CH:21]=[CH:20][C:19]([CH2:22][CH2:23][C:24]([O:26][CH2:27][CH3:28])=[O:25])=[CH:18][CH:17]=1)([C:11]([CH3:14])([CH3:13])[CH3:12])([CH3:10])[CH3:9].[O:29]=[C:30]([CH2:36][CH3:37])[C:31]([O:33][CH2:34][CH3:35])=[O:32].CCCCCC.C(OCC)(=O)C. The catalyst is O1CCCC1. The product is [Si:8]([O:15][C:16]1[CH:17]=[CH:18][C:19]([CH2:22][CH:23]([C:24]([O:26][CH2:27][CH3:28])=[O:25])[C:30]([CH2:36][CH3:37])([OH:29])[C:31]([O:33][CH2:34][CH3:35])=[O:32])=[CH:20][CH:21]=1)([C:11]([CH3:14])([CH3:13])[CH3:12])([CH3:10])[CH3:9]. The yield is 0.250.